This data is from Peptide-MHC class I binding affinity with 185,985 pairs from IEDB/IMGT. The task is: Regression. Given a peptide amino acid sequence and an MHC pseudo amino acid sequence, predict their binding affinity value. This is MHC class I binding data. (1) The peptide sequence is TLDTMDDMK. The MHC is HLA-A11:01 with pseudo-sequence HLA-A11:01. The binding affinity (normalized) is 0.432. (2) The binding affinity (normalized) is 0.0847. The MHC is HLA-C03:03 with pseudo-sequence HLA-C03:03. The peptide sequence is YLDNVGVHI. (3) The peptide sequence is GKMDHVMAK. The MHC is HLA-A31:01 with pseudo-sequence HLA-A31:01. The binding affinity (normalized) is 0.650. (4) The peptide sequence is GYTPGQQFY. The MHC is HLA-B08:01 with pseudo-sequence HLA-B08:01. The binding affinity (normalized) is 0.0847.